Predict the product of the given reaction. From a dataset of Forward reaction prediction with 1.9M reactions from USPTO patents (1976-2016). (1) Given the reactants C(OC([N:8]1[CH2:16][C:15]2[C:14]([O:17][C:18]3[CH:19]=[C:20]4[C:24](=[CH:25][CH:26]=3)[NH:23][CH:22]=[CH:21]4)=[N:13][CH:12]=[N:11][C:10]=2[CH2:9]1)=O)(C)(C)C.C1N=CN([C:32]([N:34]2C=N[CH:36]=[CH:35]2)=[O:33])C=1.[CH3:39][O:40][C:41]1[CH:42]=C(N)C=[C:45]([C:47]([F:50])([F:49])[F:48])[CH:46]=1.Cl.C(O)(C(F)(F)F)=O, predict the reaction product. The product is: [CH3:39][O:40][C:41]1[CH:42]=[C:35]([NH:34][C:32]([N:23]2[C:24]3[C:20](=[CH:19][C:18]([O:17][C:14]4[C:15]5[CH2:16][NH:8][CH2:9][C:10]=5[N:11]=[CH:12][N:13]=4)=[CH:26][CH:25]=3)[CH:21]=[CH:22]2)=[O:33])[CH:36]=[C:45]([C:47]([F:50])([F:49])[F:48])[CH:46]=1. (2) The product is: [C:30]([C:28]1[CH:29]=[CH:24][C:25]([CH2:32][N:7]2[CH2:6][CH2:5][N:4]([C:8]([O:10][CH2:11][C:12]3[CH:17]=[CH:16][CH:15]=[CH:14][CH:13]=3)=[O:9])[CH2:3][C:2]2=[O:1])=[CH:26][CH:27]=1)#[N:31]. Given the reactants [O:1]=[C:2]1[NH:7][CH2:6][CH2:5][N:4]([C:8]([O:10][CH2:11][C:12]2[CH:17]=[CH:16][CH:15]=[CH:14][CH:13]=2)=[O:9])[CH2:3]1.CN(C=O)C.Br[C:24]1[CH:29]=[C:28]([C:30]#[N:31])[CH:27]=[CH:26][C:25]=1[CH3:32].C([O-])([O-])=O.[Cs+].[Cs+], predict the reaction product.